This data is from Full USPTO retrosynthesis dataset with 1.9M reactions from patents (1976-2016). The task is: Predict the reactants needed to synthesize the given product. The reactants are: [CH3:1][C:2]1[CH:7]=[CH:6][C:5]([S:8]([O:11][CH2:12][CH:13]2[O:17][C:16](=[O:18])[N:15]([CH2:19][C:20]3[CH:25]=[CH:24]C(F)=[CH:22][CH:21]=3)[CH2:14]2)(=[O:10])=[O:9])=[CH:4][CH:3]=1.[OH:27]CC1OC(=O)N(CC2CCOCC2)C1.FC1C=CC(CN2CC(CO)OC2=O)=CC=1. Given the product [CH3:1][C:2]1[CH:7]=[CH:6][C:5]([S:8]([O:11][CH2:12][CH:13]2[O:17][C:16](=[O:18])[N:15]([CH2:19][CH:20]3[CH2:21][CH2:22][O:27][CH2:24][CH2:25]3)[CH2:14]2)(=[O:10])=[O:9])=[CH:4][CH:3]=1, predict the reactants needed to synthesize it.